Dataset: CYP2D6 substrate classification data from Carbon-Mangels et al.. Task: Regression/Classification. Given a drug SMILES string, predict its absorption, distribution, metabolism, or excretion properties. Task type varies by dataset: regression for continuous measurements (e.g., permeability, clearance, half-life) or binary classification for categorical outcomes (e.g., BBB penetration, CYP inhibition). Dataset: cyp2d6_substrate_carbonmangels. (1) The compound is C[C@]12CC[C@H]3[C@@H](CC[C@H]4NC(=O)C=C[C@]34C)[C@@H]1CC[C@@H]2C(=O)Nc1cc(C(F)(F)F)ccc1C(F)(F)F. The result is 0 (non-substrate). (2) The molecule is COc1cc([C@@H]2c3cc4c(cc3[C@@H](O[C@@H]3O[C@@H]5CO[C@@H](C)O[C@H]5[C@H](O)[C@H]3O)[C@H]3COC(=O)[C@H]23)OCO4)cc(OC)c1O. The result is 0 (non-substrate). (3) The compound is CC(C)(Oc1ccc([C@@H]2CC2(Cl)Cl)cc1)C(=O)O. The result is 0 (non-substrate). (4) The molecule is COC(=O)C1=C(C)NC(C)=C(C(=O)OCCN2CCN(C(c3ccccc3)c3ccccc3)CC2)[C@H]1c1cccc([N+](=O)[O-])c1. The result is 0 (non-substrate). (5) The compound is CC(C)C[C@H]1C(=O)N2CCC[C@H]2[C@]2(O)O[C@](NC(=O)[C@@H]3C=C4c5cccc6[nH]c(Br)c(c56)C[C@H]4N(C)C3)(C(C)C)C(=O)N12. The result is 0 (non-substrate). (6) The compound is CCOCc1nc2c(N)nc3ccccc3c2n1CC(C)(C)O. The result is 0 (non-substrate). (7) The drug is CCc1oc2ccccc2c1C(=O)c1cc(Br)c(O)c(Br)c1. The result is 0 (non-substrate).